Binary Classification. Given a miRNA mature sequence and a target amino acid sequence, predict their likelihood of interaction. From a dataset of Experimentally validated miRNA-target interactions with 360,000+ pairs, plus equal number of negative samples. (1) The miRNA is mmu-miR-466l-3p with sequence UAUAAAUACAUGCACACAUAUU. The protein sequence of the target gene is MGSLQLTLVLFVLLSYVPPVRSGVNMYIKRIYDTCWKLKGICRNTCQKEEIYHIFCGIQSLCCLEKKEMPVLFVK. Result: 1 (interaction). (2) The miRNA is hsa-miR-3689b-5p with sequence UGUGAUAUCAUGGUUCCUGGGA. The protein sequence of the target gene is MEASTKAAVGSGAMEASTKAVICTVCSSFVVFQILFHFVSYWFSARVSSGYNSLSIDKKIEWNSRVVSTCHSLLVGIFGLYLFFFDEATITDPLWGDPTYVNINIATASGYLISDLLIILFNWKVIGDKFFIIHHCAGLTAYYFVLTTGALAYIANFRLLAELSSPFVNQRWFFEALKYPKFSKANVINGILMTVVFFIVRIISIPPMYFFLYSVYGTEPYIRFGFVIQSVWIVTCVILDVMNIMWMIKITKGCIKVISLIRQEKAKDSLQNGKLD. Result: 0 (no interaction). (3) The miRNA is ath-miR156d-5p with sequence UGACAGAAGAGAGUGAGCAC. The protein sequence of the target gene is MEDAPERTPSSSESTQPPGLAREPEVVSPGDSEGCARPLDTVPKKLCGYLSKFGGKGPIKGWKCRWFFYDERKCHLYYSRTAQDANPLDSIDLSSAVFDCKADAEEEGTFEIKTPSRVITLKAATKQAMLYWLQQLQMKRWEFHNSPPALPATPAAALAENGPTLHLKLEQEEAELEEFLCPVKTPTGLVGAAAALQPVPAVPSALQNISLKHLGTEIQNTMHNIRGNKQAQAAAHGPLVEDSPQGGEPQSGEQPSISDPSLPEKEPEDPAKSAPRSSVPSGPTQKPKRQSNTFPFFSDG.... Result: 0 (no interaction). (4) Result: 1 (interaction). The miRNA is hsa-miR-3162-5p with sequence UUAGGGAGUAGAAGGGUGGGGAG. The protein sequence of the target gene is MFSRNHRSRVTVARGSALEMEFKRGRFRLSLFSDLPEDTELQRKLDHEIRMREGACKLLAACSQREQALEATKSLLVCNSRILSYMGELQRRKEAQVLGKTSRRPSDSGPPAERSPCRGRVCISDLRIPLMWKDTEYFKNKGDLHRWAVFLLLQLGEHIQDTEMILVDRTLTDISFQSNVLFAEAGPDFELRLELYGACVEEEGALTGGPKRLATKLSSSLGRSSGRRVRASLDSAGGSGSSPILLPTPVVGGPRYHLLAHTTLTLAAVQDGFRTHDLTLASHEENPAWLPLYGSVCCRL.... (5) The miRNA is rno-miR-429 with sequence UAAUACUGUCUGGUAAUGCCGU. The protein sequence of the target gene is MEENMEEGQTQKGCFECCIKCLGGIPYASLIATILLYAGVALFCGCGHEALSGTVNILQTYFEMARTAGDTLDVFTMIDIFKYVIYGIAAAFFVYGILLMVEGFFTTGAIKDLYGDFKITTCGRCVSAWFIMLTYLFMLAWLGVTAFTSLPVYMYFNLWTICRNTTLVEGANLCLDLRQFGIVTIGEEKKICTVSENFLRMCESTELNMTFHLFIVALAGAGAAVIAMVHYLMVLSANWAYVKDACRMQKYEDIKSKEEQELHDIHSTRSKERLNAYT. Result: 0 (no interaction). (6) The miRNA is hsa-miR-548am-5p with sequence AAAAGUAAUUGCGGUUUUUGCC. The protein sequence of the target gene is MAGIAIKLAKDREAAEGLGSHERAIKYLNQDYETLRNECLEAGALFQDPSFPALPSSLGYKELGPYSSKTRGIEWKRPTEICADPQFIIGGATRTDICQGALGDCWLLAAIASLTLNEEILARVVPPDQSFQENYAGIFHFQFWQYGEWVEVVVDDRLPTKDGELLFVHSAEGSEFWSALLEKAYAKINGCYEALSGGATTEGFEDFTGGIAEWYELRKPPPNLFKIIQKALEKGSLLGCSIDITSAADSEAVTYQKLVKGHAYSVTGAEEVESSGSLQKLIRIRNPWGQVEWTGKWNDN.... Result: 0 (no interaction). (7) The miRNA is hsa-miR-519b-3p with sequence AAAGUGCAUCCUUUUAGAGGUU. The protein sequence of the target gene is MAFMEKPPAGKVLLDDTVPLTAAIEASQSLQSHTEYIIRVQRGISVENSWQIVRRYSDFDLLNNSLQIAGLSLPLPPKKLIGNMDREFIAERQKGLQNYLNVITTNHILSNCELVKKFLDPNNYSANYTEIALQQVSMFFRSEPKWEVVEPLKDIGWRIRKKYFLMKIKNQPKERLVLSWADLGPDKYLSDKDFQCLIKLLPSCLHPYIYRVTFATANESSALLIRMFNEKGTLKDLIYKAKPKDPFLKKYCNPKKIQGLELQQIKTYGRQILEVLKFLHDKGFPYGHLHASNVMLDGDT.... Result: 1 (interaction). (8) The miRNA is hsa-miR-3135b with sequence GGCUGGAGCGAGUGCAGUGGUG. The protein sequence of the target gene is MVLSQEEPDSARGTSEAQPLGPAPTGAAPPPGPGPSDSPEAAVEKVEVELAGPATAEPHEPPEPPEGGWGWLVMLAAMWCNGSVFGIQNACGVLFVSMLETFGSKDDDKMVFKTAWVGSLSMGMIFFCCPIVSVFTDLFGCRKTAVVGAAVGFVGLMSSSFVSSIEPLYLTYGIIFACGCSFAYQPSLVILGHYFKKRLGLVNGIVTAGSSVFTILLPLLLRVLIDSVGLFYTLRVLCIFMFVLFLAGFTYRPLATSTKDKESGGSGSSLFSRKKFSPPKKIFNFAIFKVTAYAVWAVGI.... Result: 1 (interaction). (9) The miRNA is mmu-miR-466k with sequence UGUGUGUGUACAUGUACAUGUGA. The protein sequence of the target gene is MELSQLLNEIRANYEQLLTRNQIETVLSTRIQLEEDITKKMDKDGEALKAAQAELKEARRQCHHLQVEIESLHAVERGLENSLQASEQHYQMQLQDLESVIGRLERELQEVRRGIERQLREHEMLLNTKMRLEQEIATYRRLLEQEEIRYYGCIQGEKKEEKPTKSKVGFLLPSAIINEISFSTKVSQKYENENMETVTKQAVVNRDVKESAEAHGTIQTEKVDEVIKEWEGSFFKDNPRLRKKSVSLRFDLHLAATDEGCLESRQDNLPDIEVRLIMRRSCSIPSIKPPPGTN. Result: 1 (interaction).